From a dataset of Forward reaction prediction with 1.9M reactions from USPTO patents (1976-2016). Predict the product of the given reaction. (1) Given the reactants C([N:8]1[CH2:13][CH2:12][C:11]([C:30]2[CH:35]=[CH:34][C:33]([F:36])=[CH:32][CH:31]=2)([CH2:14][N:15]([CH3:29])[CH2:16][C:17]2[C:26]3[C:21](=[CH:22][CH:23]=[CH:24][CH:25]=3)[CH:20]=[C:19]([C:27]#[N:28])[CH:18]=2)[CH2:10][CH2:9]1)(OC(C)(C)C)=O.FC(F)(F)C(O)=O, predict the reaction product. The product is: [F:36][C:33]1[CH:34]=[CH:35][C:30]([C:11]2([CH2:14][N:15]([CH3:29])[CH2:16][C:17]3[C:26]4[C:21](=[CH:22][CH:23]=[CH:24][CH:25]=4)[CH:20]=[C:19]([C:27]#[N:28])[CH:18]=3)[CH2:10][CH2:9][NH:8][CH2:13][CH2:12]2)=[CH:31][CH:32]=1. (2) The product is: [Cl:7][C:8]1[CH:13]=[C:12]([CH:11]=[CH:10][C:9]=1[O:28][C:18]1[C:27]2[C:22](=[CH:23][CH:24]=[CH:25][CH:26]=2)[CH:21]=[CH:20][CH:19]=1)[NH2:14]. Given the reactants C(=O)([O-])[O-].[K+].[K+].[Cl:7][C:8]1[CH:13]=[C:12]([N+:14]([O-])=O)[CH:11]=[CH:10][C:9]=1F.[C:18]1([OH:28])[C:27]2[C:22](=[CH:23][CH:24]=[CH:25][CH:26]=2)[CH:21]=[CH:20][CH:19]=1, predict the reaction product. (3) Given the reactants [C:1]([N:8]1[CH2:12][C@@H:11]([NH:13][CH:14]2[CH2:19][CH2:18][C:17]([CH3:21])([CH3:20])[CH2:16][CH2:15]2)[CH2:10][C@H:9]1[C:22]([O:24][CH3:25])=[O:23])([O:3][C:4]([CH3:7])([CH3:6])[CH3:5])=[O:2].[CH3:26][C:27](OC(C)=O)=[O:28], predict the reaction product. The product is: [C:1]([N:8]1[CH2:12][C@@H:11]([N:13]([C:27](=[O:28])[CH3:26])[CH:14]2[CH2:19][CH2:18][C:17]([CH3:20])([CH3:21])[CH2:16][CH2:15]2)[CH2:10][C@H:9]1[C:22]([O:24][CH3:25])=[O:23])([O:3][C:4]([CH3:7])([CH3:6])[CH3:5])=[O:2]. (4) The product is: [N:21]1([CH2:20][CH2:19][O:18][C:16]2[N:15]=[CH:14][C:13]3[NH:27]/[C:10](=[N:9]\[C:1](=[O:8])[C:2]4[CH:7]=[CH:6][CH:5]=[CH:4][CH:3]=4)/[N:11]([CH:28]4[CH2:29][CH2:30][NH:31][CH2:32][CH2:33]4)[C:12]=3[CH:17]=2)[CH2:22][CH2:23][CH2:24][CH2:25][CH2:26]1. Given the reactants [C:1](/[N:9]=[C:10]1/[N:11]([CH:28]2[CH2:33][CH2:32][N:31](C(OC(C)(C)C)=O)[CH2:30][CH2:29]2)[C:12]2[CH:17]=[C:16]([O:18][CH2:19][CH2:20][N:21]3[CH2:26][CH2:25][CH2:24][CH2:23][CH2:22]3)[N:15]=[CH:14][C:13]=2[NH:27]/1)(=[O:8])[C:2]1[CH:7]=[CH:6][CH:5]=[CH:4][CH:3]=1.C(C1C=CC(C(/N=C2/N([C@H]3CC[C@@H](C(N4CCNC[C@H]4C)=O)CC3)C3C=C(OCCN4CCCCC4)N=CC=3N/2)=O)=CC=1)#N, predict the reaction product. (5) Given the reactants [C:1]([C:3]1[CH:8]=[C:7]([N:9]2[CH:13]=[CH:12][C:11]([N:14]3[CH2:19][CH2:18][O:17][C@@:16]([C@@H:21]([OH:29])[C:22]([O:24]C(C)(C)C)=[O:23])([CH3:20])[C:15]3=[O:30])=[N:10]2)[CH:6]=[CH:5][N:4]=1)#[N:2], predict the reaction product. The product is: [C:1]([C:3]1[CH:8]=[C:7]([N:9]2[CH:13]=[CH:12][C:11]([N:14]3[CH2:19][CH2:18][O:17][C@@:16]([C@@H:21]([OH:29])[C:22]([OH:24])=[O:23])([CH3:20])[C:15]3=[O:30])=[N:10]2)[CH:6]=[CH:5][N:4]=1)#[N:2]. (6) The product is: [Cl:8][C:9]1[CH:10]=[CH:11][C:12]([O:29][CH3:30])=[C:13]([NH:15][C:16]2[NH:20][C:19]3[CH:21]=[CH:22][C:23]([S:25]([N:5]4[CH2:6][CH2:7][N:2]([CH3:1])[CH2:3][CH2:4]4)(=[O:27])=[O:26])=[CH:24][C:18]=3[N:17]=2)[CH:14]=1. Given the reactants [CH3:1][N:2]1[CH2:7][CH2:6][NH:5][CH2:4][CH2:3]1.[Cl:8][C:9]1[CH:10]=[CH:11][C:12]([O:29][CH3:30])=[C:13]([NH:15][C:16]2[NH:20][C:19]3[CH:21]=[CH:22][C:23]([S:25](Cl)(=[O:27])=[O:26])=[CH:24][C:18]=3[N:17]=2)[CH:14]=1, predict the reaction product. (7) Given the reactants Br[C:2]1[CH:3]=[C:4]([O:22][CH3:23])[C:5]([O:20][CH3:21])=[C:6]([CH:19]=1)[CH2:7][O:8][Si:9]([CH:16]([CH3:18])[CH3:17])([CH:13]([CH3:15])[CH3:14])[CH:10]([CH3:12])[CH3:11].C([Li])CCC.Cl.[C:30](OCC)(=[O:32])C, predict the reaction product. The product is: [CH3:23][O:22][C:4]1[CH:3]=[C:2]([CH:19]=[C:6]([CH2:7][O:8][Si:9]([CH:16]([CH3:18])[CH3:17])([CH:13]([CH3:15])[CH3:14])[CH:10]([CH3:12])[CH3:11])[C:5]=1[O:20][CH3:21])[CH:30]=[O:32].